Dataset: Forward reaction prediction with 1.9M reactions from USPTO patents (1976-2016). Task: Predict the product of the given reaction. The product is: [CH:1]1([CH2:7][CH:8]2[O:12][C:11](=[O:13])[CH:10]=[C:9]2[OH:14])[CH2:2][CH2:3][CH2:4][CH2:5][CH2:6]1. Given the reactants [CH:1]1([CH2:7][CH:8]2[O:12][C:11](=[O:13])[CH:10]=[C:9]2[O:14]C)[CH2:6][CH2:5][CH2:4][CH2:3][CH2:2]1.Cl, predict the reaction product.